From a dataset of Experimentally validated miRNA-target interactions with 360,000+ pairs, plus equal number of negative samples. Binary Classification. Given a miRNA mature sequence and a target amino acid sequence, predict their likelihood of interaction. The miRNA is hsa-miR-212-5p with sequence ACCUUGGCUCUAGACUGCUUACU. The protein sequence of the target gene is MSGIQPVPGAKPLSMWQQYGPSEKTVRGIVIGGITGGIEICITFPTEYVKTQLQLDERSATPKFRGPIDCVKQTVNGHGFFGLYRGLSVLLYGSIPKSSFRFGTFEYLKSQAADERGNLSPVMRLLCGLGAGLSEAVFAVTPMETVKVKFIHDQGLAQPKYKGFVHGVGCIVKAEGLGGIYKGVTATMAKQGSNQAIRFFVMETLKDWYRGGDNTQPISKPIVGLMGAVAGAASVYGNTPIDVVKTRMQGLEAKKYKNTLDCAMQIWKKEGFFAFYKGTVPRLSRVCLDVGITFMIYDSI.... Result: 0 (no interaction).